Token-level Classification. Given an antigen amino acid sequence, predict which amino acid positions are active epitope sites capable of antibody binding. Output is a list of indices for active positions. From a dataset of B-cell epitopes from IEDB database with 3,159 antigens for binding position prediction. Given the antigen sequence: MGAQVSTQKTGAHETSLSASGNSIIHYTNINYYKDAASNSANRQDFTQDPSKFTEPVKDVMIKSLPALNSPTVEECGYSDRVRSITLGNSTITTQECANVVVGYGVWPDYLSDEEATAEDQPTQPDVATCRFYTLNSVKWEMQSAGWWWKFPDALSEMGLFGQNMQYHYLGRSGYTIHVQCNASKFHQGCLLVVCVPEAEMGCTNAENAPTYGDLCGGETAKQFEQNAVTGETAVQTAVCNAGMGVGVGNLTIYPHQWINLRTNNSATIVMPYINSVPMDNMFRHNNFTLMIIPFAPLDYVTGASSYIPITVTVAPMSAEYNGLRLAGHQGLPTMLTPGSTQFLTSDDFQSPSAMPQFDVTPEMNIPGQVRNLMEIAEVDSVVPINNLQANLKTMEAYRVQVRSTDEMGGQIFGFPLQPGASSVLQRTLLGEILNYYTHWSGSLKLTFVFCGSAMATGKFLLAYSPPGAGAPDSRKNAMLGTHVIWDVGLQSSCVLCVPW..., which amino acid positions are active epitope sites? The epitope positions are: [10, 11, 12, 13, 14, 15, 16, 17, 18, 19, 20, 21, 22, 23, 24, 25, 26, 27, 28, 29]. The amino acids at these positions are: GAHETSLSASGNSIIHYTNI.